From a dataset of NCI-60 drug combinations with 297,098 pairs across 59 cell lines. Regression. Given two drug SMILES strings and cell line genomic features, predict the synergy score measuring deviation from expected non-interaction effect. (1) Drug 1: C1=CC(=CC=C1CCC2=CNC3=C2C(=O)NC(=N3)N)C(=O)NC(CCC(=O)O)C(=O)O. Drug 2: C1C(C(OC1N2C=NC(=NC2=O)N)CO)O. Cell line: NCI/ADR-RES. Synergy scores: CSS=20.9, Synergy_ZIP=-3.81, Synergy_Bliss=3.21, Synergy_Loewe=4.52, Synergy_HSA=6.10. (2) Drug 1: C1=C(C(=O)NC(=O)N1)N(CCCl)CCCl. Drug 2: B(C(CC(C)C)NC(=O)C(CC1=CC=CC=C1)NC(=O)C2=NC=CN=C2)(O)O. Cell line: A498. Synergy scores: CSS=10.3, Synergy_ZIP=-9.01, Synergy_Bliss=-6.60, Synergy_Loewe=-10.0, Synergy_HSA=-5.26. (3) Drug 1: C1CCC(C1)C(CC#N)N2C=C(C=N2)C3=C4C=CNC4=NC=N3. Drug 2: C1CCC(C(C1)N)N.C(=O)(C(=O)[O-])[O-].[Pt+4]. Cell line: HS 578T. Synergy scores: CSS=9.07, Synergy_ZIP=6.64, Synergy_Bliss=12.3, Synergy_Loewe=5.09, Synergy_HSA=6.32. (4) Drug 1: C1=CC(=CC=C1C#N)C(C2=CC=C(C=C2)C#N)N3C=NC=N3. Drug 2: C1CC(C1)(C(=O)O)C(=O)O.[NH2-].[NH2-].[Pt+2]. Cell line: PC-3. Synergy scores: CSS=8.01, Synergy_ZIP=-2.94, Synergy_Bliss=-1.46, Synergy_Loewe=-1.48, Synergy_HSA=-1.58. (5) Drug 1: C1=CN(C(=O)N=C1N)C2C(C(C(O2)CO)O)O.Cl. Drug 2: C1C(C(OC1N2C=NC3=C(N=C(N=C32)Cl)N)CO)O. Cell line: MOLT-4. Synergy scores: CSS=97.3, Synergy_ZIP=1.22, Synergy_Bliss=1.20, Synergy_Loewe=0.460, Synergy_HSA=1.72. (6) Drug 1: CCC(=C(C1=CC=CC=C1)C2=CC=C(C=C2)OCCN(C)C)C3=CC=CC=C3.C(C(=O)O)C(CC(=O)O)(C(=O)O)O. Drug 2: C(=O)(N)NO. Cell line: SNB-19. Synergy scores: CSS=0.207, Synergy_ZIP=-1.95, Synergy_Bliss=-4.97, Synergy_Loewe=-4.07, Synergy_HSA=-3.46. (7) Drug 2: C1CCC(C(C1)N)N.C(=O)(C(=O)[O-])[O-].[Pt+4]. Synergy scores: CSS=19.2, Synergy_ZIP=-8.46, Synergy_Bliss=-1.54, Synergy_Loewe=-0.193, Synergy_HSA=1.32. Cell line: M14. Drug 1: CC1C(C(=O)NC(C(=O)N2CCCC2C(=O)N(CC(=O)N(C(C(=O)O1)C(C)C)C)C)C(C)C)NC(=O)C3=C4C(=C(C=C3)C)OC5=C(C(=O)C(=C(C5=N4)C(=O)NC6C(OC(=O)C(N(C(=O)CN(C(=O)C7CCCN7C(=O)C(NC6=O)C(C)C)C)C)C(C)C)C)N)C. (8) Drug 1: C1C(C(OC1N2C=NC3=C(N=C(N=C32)Cl)N)CO)O. Drug 2: C1CNP(=O)(OC1)N(CCCl)CCCl. Cell line: SK-MEL-28. Synergy scores: CSS=17.5, Synergy_ZIP=-5.94, Synergy_Bliss=-1.90, Synergy_Loewe=-35.2, Synergy_HSA=0.206.